Dataset: Catalyst prediction with 721,799 reactions and 888 catalyst types from USPTO. Task: Predict which catalyst facilitates the given reaction. (1) Reactant: [CH:1]1([O:6][C:7]2[C:12]([O:13][CH3:14])=[CH:11][CH:10]=[CH:9][C:8]=2[NH:15][CH:16]=[C:17]2[C:22](=[O:23])OC(C)(C)OC2=O)[CH2:5][CH2:4][CH2:3][CH2:2]1. Product: [CH:1]1([O:6][C:7]2[C:12]([O:13][CH3:14])=[CH:11][CH:10]=[C:9]3[C:8]=2[NH:15][CH:16]=[CH:17][C:22]3=[O:23])[CH2:2][CH2:3][CH2:4][CH2:5]1. The catalyst class is: 400. (2) Reactant: Br[CH2:2][C:3]1[CH:16]=[CH:15][C:6]([C:7]([C:9]2[CH:14]=[CH:13][CH:12]=[CH:11][CH:10]=2)=[O:8])=[CH:5][CH:4]=1.[C:17]1(=[O:26])[C:25]2[C:20](=[CH:21][CH:22]=[CH:23][CH:24]=2)[CH:19]=[N:18]1.C(=O)([O-])[O-].[Cs+].[Cs+].C1OCCOCCOCCOCCOCCOC1. Product: [C:7]([C:6]1[CH:15]=[CH:16][C:3]([CH2:2][N:18]2[CH2:19][C:20]3[C:25](=[CH:24][CH:23]=[CH:22][CH:21]=3)[C:17]2=[O:26])=[CH:4][CH:5]=1)(=[O:8])[C:9]1[CH:14]=[CH:13][CH:12]=[CH:11][CH:10]=1. The catalyst class is: 372. (3) Reactant: [NH2:1][C:2]1[S:3][C:4]([C:14]([OH:16])=O)=[C:5]([CH2:7][C:8]2[CH:13]=[CH:12][CH:11]=[CH:10][CH:9]=2)[N:6]=1.C(N(C(C)C)CC)(C)C.ON1C2C=CC=CC=2N=N1.[CH2:36]([NH2:43])[C:37]1[CH:42]=[CH:41][CH:40]=[CH:39][CH:38]=1. Product: [CH2:36]([NH:43][C:14]([C:4]1[S:3][C:2]([NH2:1])=[N:6][C:5]=1[CH2:7][C:8]1[CH:9]=[CH:10][CH:11]=[CH:12][CH:13]=1)=[O:16])[C:37]1[CH:42]=[CH:41][CH:40]=[CH:39][CH:38]=1. The catalyst class is: 42. (4) Reactant: O.[NH2:2][NH2:3].[Cl:4][C:5]1[CH:10]=[CH:9][CH:8]=[C:7]([F:11])[C:6]=1[C:12]1[C:13](=O)[O:14][C:15](O)([CH3:24])[C:16]=1[C:17]1[CH:18]=[N:19][C:20]([Cl:23])=[CH:21][CH:22]=1.COC(C)(C)C. Product: [Cl:4][C:5]1[CH:10]=[CH:9][CH:8]=[C:7]([F:11])[C:6]=1[C:12]1[C:13](=[O:14])[NH:2][N:3]=[C:15]([CH3:24])[C:16]=1[C:17]1[CH:18]=[N:19][C:20]([Cl:23])=[CH:21][CH:22]=1. The catalyst class is: 51. (5) Reactant: Br[C:2]1[CH:11]=[CH:10][C:5]([C:6]([NH:8][CH3:9])=[O:7])=[C:4]([F:12])[CH:3]=1.CC1(C)C(C)(C)OB([C:21]2[CH:22]=[N:23][C:24]([NH2:27])=[N:25][CH:26]=2)O1.C(=O)([O-])[O-].[K+].[K+]. Product: [NH2:27][C:24]1[N:25]=[CH:26][C:21]([C:2]2[CH:11]=[CH:10][C:5]([C:6]([NH:8][CH3:9])=[O:7])=[C:4]([F:12])[CH:3]=2)=[CH:22][N:23]=1. The catalyst class is: 460. (6) Reactant: [N+:1]([O-:4])([OH:3])=[O:2].O[C:6]12[CH2:15][CH:10]3[CH2:11][CH:12]([CH2:14][C:8]([C:16]([OH:18])=[O:17])([CH2:9]3)[CH2:7]1)[CH2:13]2. Product: [N+:1]([O:4][C:10]12[CH2:15][CH:6]3[CH2:13][CH:12]([CH2:14][C:8]([C:16]([OH:18])=[O:17])([CH2:7]3)[CH2:9]1)[CH2:11]2)([O-:3])=[O:2]. The catalyst class is: 152. (7) Reactant: [CH3:1][NH:2][C:3]1[CH:4]=[C:5]([C:10]2[CH:15]=[CH:14][C:13]([O:16][C:17]([F:20])([F:19])[F:18])=[CH:12][CH:11]=2)[CH:6]=[CH:7][C:8]=1[NH2:9].C(N(CC)CC)C.[C:28](Cl)(=[O:32])[C:29](Cl)=[O:30]. Product: [OH:30][C:29]1[C:28](=[O:32])[N:2]([CH3:1])[C:3]2[C:8]([N:9]=1)=[CH:7][CH:6]=[C:5]([C:10]1[CH:11]=[CH:12][C:13]([O:16][C:17]([F:18])([F:19])[F:20])=[CH:14][CH:15]=1)[CH:4]=2. The catalyst class is: 2.